From a dataset of Forward reaction prediction with 1.9M reactions from USPTO patents (1976-2016). Predict the product of the given reaction. (1) Given the reactants [Cl:1][C:2]1[CH:3]=[C:4]([CH:9]=[CH:10][C:11]=1[C:12]1[N:16]=[C:15]([C:17]2[N:18]=[C:19]3[C:24]([Cl:25])=[CH:23][C:22]([C:26]([F:29])([F:28])[F:27])=[CH:21][N:20]3[CH:30]=2)[O:14][N:13]=1)[O:5][CH2:6][CH2:7][OH:8].CC(OI1(OC(C)=O)(OC(C)=O)OC(=O)C2C=CC=CC1=2)=O, predict the reaction product. The product is: [Cl:1][C:2]1[CH:3]=[C:4]([CH:9]=[CH:10][C:11]=1[C:12]1[N:16]=[C:15]([C:17]2[N:18]=[C:19]3[C:24]([Cl:25])=[CH:23][C:22]([C:26]([F:29])([F:27])[F:28])=[CH:21][N:20]3[CH:30]=2)[O:14][N:13]=1)[O:5][CH2:6][CH:7]=[O:8]. (2) Given the reactants [F:1][C:2]1[CH:7]=[CH:6][CH:5]=[CH:4][C:3]=1[C@H:8]([O:10][C:11](=[O:35])[NH:12][C:13]1[C:14]([CH3:34])=[N:15][O:16][C:17]=1[C:18]1[CH:23]=[CH:22][C:21]([C:24]2[CH:29]=[CH:28][C:27]([CH2:30][C:31](=[NH:33])[NH2:32])=[CH:26][CH:25]=2)=[CH:20][CH:19]=1)[CH3:9].C(N(C(C)C)CC)(C)C.[C:45](Cl)(=[O:47])[CH3:46], predict the reaction product. The product is: [F:1][C:2]1[CH:7]=[CH:6][CH:5]=[CH:4][C:3]=1[C@H:8]([O:10][C:11](=[O:35])[NH:12][C:13]1[C:14]([CH3:34])=[N:15][O:16][C:17]=1[C:18]1[CH:23]=[CH:22][C:21]([C:24]2[CH:25]=[CH:26][C:27]([CH2:30][C:31]([NH:32][C:45](=[O:47])[CH3:46])=[NH:33])=[CH:28][CH:29]=2)=[CH:20][CH:19]=1)[CH3:9]. (3) Given the reactants [CH3:1][C:2]1[CH:10]=[CH:9][C:5]([C:6](O)=[O:7])=[CH:4][C:3]=1[NH:11][C:12]1[CH:13]=[C:14]2[C:18](=[CH:19][CH:20]=1)[C:17](=[O:21])[N:16]([C:22]1[CH:27]=[CH:26][CH:25]=[CH:24][CH:23]=1)[CH2:15]2.CCN=C=NCCCN(C)C.Cl.C1C=CC2N(O)N=NC=2C=1.CN1CCOCC1.[CH:57]1([NH2:60])[CH2:59][CH2:58]1, predict the reaction product. The product is: [CH:57]1([NH:60][C:6](=[O:7])[C:5]2[CH:9]=[CH:10][C:2]([CH3:1])=[C:3]([NH:11][C:12]3[CH:13]=[C:14]4[C:18](=[CH:19][CH:20]=3)[C:17](=[O:21])[N:16]([C:22]3[CH:23]=[CH:24][CH:25]=[CH:26][CH:27]=3)[CH2:15]4)[CH:4]=2)[CH2:59][CH2:58]1. (4) Given the reactants [NH2:1][CH2:2][C@H:3]([C@H:5]1[C@H:12]2[C@H:8]([O:9][C:10]([CH3:14])([CH3:13])[O:11]2)[C:7]([CH2:15][O:16][C:17]([C:30]2[CH:35]=[CH:34][CH:33]=[CH:32][CH:31]=2)([C:24]2[CH:29]=[CH:28][CH:27]=[CH:26][CH:25]=2)[C:18]2[CH:23]=[CH:22][CH:21]=[CH:20][CH:19]=2)=[CH:6]1)[OH:4].[Cl:36][C:37]1[C:42](Cl)=[N:41][CH:40]=[CH:39][N:38]=1.C(N(CC)CC)C, predict the reaction product. The product is: [Cl:36][C:37]1[C:42]([NH:1][CH2:2][C@H:3]([C@H:5]2[C@H:12]3[C@H:8]([O:9][C:10]([CH3:13])([CH3:14])[O:11]3)[C:7]([CH2:15][O:16][C:17]([C:24]3[CH:29]=[CH:28][CH:27]=[CH:26][CH:25]=3)([C:18]3[CH:19]=[CH:20][CH:21]=[CH:22][CH:23]=3)[C:30]3[CH:35]=[CH:34][CH:33]=[CH:32][CH:31]=3)=[CH:6]2)[OH:4])=[N:41][CH:40]=[CH:39][N:38]=1. (5) Given the reactants [NH2:1][CH2:2][CH2:3][N:4]1[C:9]2[CH:10]=[C:11]([CH2:14][O:15][CH:16]3[CH:21]([C:22]4[CH:27]=[CH:26][C:25]([O:28][CH2:29][CH2:30][CH2:31][O:32][C:33]5[CH:38]=[C:37]([F:39])[CH:36]=[CH:35][C:34]=5[F:40])=[CH:24][CH:23]=4)[CH2:20][CH2:19][N:18]([C:41]([O:43][CH2:44][C:45]4[CH:50]=[CH:49][CH:48]=[CH:47][CH:46]=4)=[O:42])[CH2:17]3)[CH:12]=[CH:13][C:8]=2[O:7][CH2:6][CH2:5]1.C(N(CC)CC)C.[C:58](Cl)(=[O:60])[CH3:59], predict the reaction product. The product is: [C:58]([NH:1][CH2:2][CH2:3][N:4]1[C:9]2[CH:10]=[C:11]([CH2:14][O:15][CH:16]3[CH:21]([C:22]4[CH:27]=[CH:26][C:25]([O:28][CH2:29][CH2:30][CH2:31][O:32][C:33]5[CH:38]=[C:37]([F:39])[CH:36]=[CH:35][C:34]=5[F:40])=[CH:24][CH:23]=4)[CH2:20][CH2:19][N:18]([C:41]([O:43][CH2:44][C:45]4[CH:46]=[CH:47][CH:48]=[CH:49][CH:50]=4)=[O:42])[CH2:17]3)[CH:12]=[CH:13][C:8]=2[O:7][CH2:6][CH2:5]1)(=[O:60])[CH3:59].